Task: Predict the reactants needed to synthesize the given product.. Dataset: Retrosynthesis with 50K atom-mapped reactions and 10 reaction types from USPTO (1) Given the product CCCc1c(Cc2ccc(-c3ccccc3C#N)cc2)c(=O)n(-c2ccc(OC)c(F)c2)c2ncnn12, predict the reactants needed to synthesize it. The reactants are: CCCc1c(Cc2ccc(-c3ccccc3C#N)cc2)c(=O)[nH]c2ncnn12.COc1ccc(B(O)O)cc1F. (2) Given the product COC1(OC)C(NC(=O)OC(C)(C)C)=CC(=O)C2OC21, predict the reactants needed to synthesize it. The reactants are: COC1(OC)C=CC(=O)C=C1NC(=O)OC(C)(C)C.OO. (3) Given the product COCN(c1cc(C)cnc1C=O)S(=O)(=O)c1ccc(Cl)c(C(F)(F)F)c1, predict the reactants needed to synthesize it. The reactants are: CN(C)C=O.COCN(c1cc(C)cnc1Br)S(=O)(=O)c1ccc(Cl)c(C(F)(F)F)c1. (4) Given the product Nc1ccnc(-c2cc(Cl)ccc2F)c1, predict the reactants needed to synthesize it. The reactants are: Nc1ccnc(Cl)c1.OB(O)c1cc(Cl)ccc1F. (5) Given the product CC(CO)NC(=O)c1c(O)c2ncc(Cc3ccc(F)cc3)cc2n(CCNC(=O)N2CCOCC2)c1=O, predict the reactants needed to synthesize it. The reactants are: CC(CO)NC(=O)c1c(O)c2ncc(Cc3ccc(F)cc3)cc2n(CCN)c1=O.O=C(Cl)N1CCOCC1. (6) Given the product CN(CCN1CCC(=O)CC1)C(=O)OC(C)(C)C, predict the reactants needed to synthesize it. The reactants are: CN(CCN1CCC(O)CC1)C(=O)OC(C)(C)C.